From a dataset of Forward reaction prediction with 1.9M reactions from USPTO patents (1976-2016). Predict the product of the given reaction. (1) Given the reactants Cl.[CH3:2][S:3]([N:6]1[CH2:11][CH2:10][CH:9]([C@@H:12]2[CH2:16][NH:15][C@H:14]([C:17]3[NH:18][C:19]([C:22]4[CH:27]=[CH:26][C:25]([NH:28][C:29](=[O:32])[O:30][CH3:31])=[CH:24][CH:23]=4)=[CH:20][N:21]=3)[CH2:13]2)[CH2:8][CH2:7]1)(=[O:5])=[O:4].[CH3:33][C:34]([O:37][C:38]([NH:40][C@H:41]([C@H:43]1[CH2:48][CH2:47][C@H:46]([C:49](O)=[O:50])[CH2:45][CH2:44]1)[CH3:42])=[O:39])([CH3:36])[CH3:35], predict the reaction product. The product is: [CH3:31][O:30][C:29]([NH:28][C:25]1[CH:24]=[CH:23][C:22]([C:19]2[NH:18][C:17]([C@@H:14]3[CH2:13][C@H:12]([CH:9]4[CH2:8][CH2:7][N:6]([S:3]([CH3:2])(=[O:4])=[O:5])[CH2:11][CH2:10]4)[CH2:16][N:15]3[C:49]([C@H:46]3[CH2:45][CH2:44][C@H:43]([C@@H:41]([NH:40][C:38](=[O:39])[O:37][C:34]([CH3:36])([CH3:35])[CH3:33])[CH3:42])[CH2:48][CH2:47]3)=[O:50])=[N:21][CH:20]=2)=[CH:27][CH:26]=1)=[O:32]. (2) Given the reactants [CH3:1][O:2][C:3]1[N:4](C2CCCCO2)[C:5]2[C:10]([N:11]=1)=[C:9]([NH2:12])[N:8]=[C:7]([NH:13][CH2:14][CH2:15][CH2:16][CH2:17][CH3:18])[N:6]=2.[C:25]([OH:31])([C:27]([F:30])([F:29])[F:28])=[O:26], predict the reaction product. The product is: [F:28][C:27]([F:30])([F:29])[C:25]([OH:31])=[O:26].[CH3:1][O:2][C:3]1[NH:4][C:5]2[C:10]([N:11]=1)=[C:9]([NH2:12])[N:8]=[C:7]([NH:13][CH2:14][CH2:15][CH2:16][CH2:17][CH3:18])[N:6]=2.